From a dataset of Catalyst prediction with 721,799 reactions and 888 catalyst types from USPTO. Predict which catalyst facilitates the given reaction. Reactant: [CH:1]1([C:7]([CH2:9][N:10]2[C:16]3[C:17]([CH3:21])=[CH:18][CH:19]=[CH:20][C:15]=3[C:14]([CH2:22][CH3:23])=[N:13][C@@:12]([NH2:35])(C(=O)[C@H](CC3C=CC=CC=3)N)[C:11]2=[O:36])=[O:8])[CH2:6][CH2:5][CH2:4][CH2:3][CH2:2]1.C1(N=C=S)C=CC=CC=1. Product: [NH2:35][C@H:12]1[N:13]=[C:14]([CH2:22][CH3:23])[C:15]2[CH:20]=[CH:19][CH:18]=[C:17]([CH3:21])[C:16]=2[N:10]([CH2:9][C:7]([CH:1]2[CH2:6][CH2:5][CH2:4][CH2:3][CH2:2]2)=[O:8])[C:11]1=[O:36]. The catalyst class is: 124.